Dataset: TCR-epitope binding with 47,182 pairs between 192 epitopes and 23,139 TCRs. Task: Binary Classification. Given a T-cell receptor sequence (or CDR3 region) and an epitope sequence, predict whether binding occurs between them. The epitope is RLRPGGKKR. The TCR CDR3 sequence is CASSQGLLANEQFF. Result: 0 (the TCR does not bind to the epitope).